Dataset: Catalyst prediction with 721,799 reactions and 888 catalyst types from USPTO. Task: Predict which catalyst facilitates the given reaction. Reactant: Cl[C:2]1[CH:17]=[C:16]([CH:18]([CH3:20])[CH3:19])[C:5]([C:6]([NH:8][CH2:9][CH:10]2[CH2:15][CH2:14][O:13][CH2:12][CH2:11]2)=[O:7])=[CH:4][N:3]=1.[Cl:21][C:22]1[CH:23]=[C:24]([CH:26]=[C:27]([Cl:29])[CH:28]=1)[NH2:25].CS(O)(=O)=O. Product: [Cl:21][C:22]1[CH:23]=[C:24]([NH:25][C:2]2[CH:17]=[C:16]([CH:18]([CH3:20])[CH3:19])[C:5]([C:6]([NH:8][CH2:9][CH:10]3[CH2:15][CH2:14][O:13][CH2:12][CH2:11]3)=[O:7])=[CH:4][N:3]=2)[CH:26]=[C:27]([Cl:29])[CH:28]=1. The catalyst class is: 12.